Dataset: Forward reaction prediction with 1.9M reactions from USPTO patents (1976-2016). Task: Predict the product of the given reaction. Given the reactants C(O[C:5](=[CH:19][C:20](=[O:22])C)[CH2:6][C:7]([NH:9][C:10]1[CH:15]=[C:14]([O:16][CH3:17])[CH:13]=[CH:12][C:11]=1[Br:18])=[O:8])(=O)C.S(=O)(=O)(O)[OH:24], predict the reaction product. The product is: [Br:18][C:11]1[CH:12]=[CH:13][C:14]([O:16][CH3:17])=[C:15]2[C:10]=1[NH:9][C:7](=[O:8])[CH:6]=[C:5]2[CH2:19][C:20]([OH:22])=[O:24].